This data is from Forward reaction prediction with 1.9M reactions from USPTO patents (1976-2016). The task is: Predict the product of the given reaction. (1) Given the reactants [CH:1]1[C:13]2[CH:12]([CH2:14][O:15][C:16](=[O:47])[NH:17][C@H:18]([C:23](=[O:46])[NH:24][C:25]3[CH:30]=[CH:29][C:28]([CH2:31][N:32]([CH:40]4[CH2:45][CH2:44][CH2:43][CH2:42][CH2:41]4)[C:33]([C:35]4[O:36][CH:37]=[CH:38][CH:39]=4)=[O:34])=[CH:27][CH:26]=3)CCCN)[C:11]3[C:6](=[CH:7][CH:8]=[CH:9][CH:10]=3)[C:5]=2[CH:4]=[CH:3][CH:2]=1.C(OC([NH:55][C@@H:56]([CH2:60][C:61]1[C:69]2[C:64](=[CH:65][CH:66]=[CH:67][CH:68]=2)[NH:63][CH:62]=1)[C:57]([OH:59])=O)=O)(C)(C)C, predict the reaction product. The product is: [CH:1]1[C:13]2[CH:12]([CH2:14][O:15][C:16](=[O:47])[NH:17][C@H:18]([C:23](=[O:46])[NH:24][C:25]3[CH:26]=[CH:27][C:28]([CH2:31][N:32]([CH:40]4[CH2:41][CH2:42][CH2:43][CH2:44][CH2:45]4)[C:33]([C:35]4[O:36][CH:37]=[CH:38][CH:39]=4)=[O:34])=[CH:29][CH:30]=3)[CH2:28][CH2:27][CH2:26][CH2:25][NH:24][C:57](=[O:59])[C@@H:56]([NH2:55])[CH2:60][C:61]3[C:69]4[C:64](=[CH:65][CH:66]=[CH:67][CH:68]=4)[NH:63][CH:62]=3)[C:11]3[C:6](=[CH:7][CH:8]=[CH:9][CH:10]=3)[C:5]=2[CH:4]=[CH:3][CH:2]=1. (2) Given the reactants [CH3:1][CH:2]([CH2:6]/[CH:7]=[C:8](\[O:10][Si](C)(C)C)/[CH3:9])[C:3]([O-:5])=[O:4].[I-].[CH3:16][N+:17]([CH3:19])=[CH2:18].[C:20](#N)[CH3:21], predict the reaction product. The product is: [CH3:18][N:17]([CH2:19][CH:7]([C:8](=[O:10])[CH3:9])[CH2:6][CH:2]([CH3:1])[C:3]([O:5][CH2:20][CH3:21])=[O:4])[CH3:16]. (3) Given the reactants Br[C:2]1[CH:3]=[C:4]([NH:10][C:11]2[N:16]=[C:15]([N:17]3[CH2:22][CH2:21][CH2:20][C@H:19]([NH:23][C:24](=[O:27])[CH:25]=[CH2:26])[CH2:18]3)[CH:14]=[CH:13][CH:12]=2)[C:5](=[O:9])[N:6]([CH3:8])[CH:7]=1.[C:28]([O:31][CH2:32][C:33]1[C:38](B2OC(C)(C)C(C)(C)O2)=[CH:37][C:36]([F:48])=[CH:35][C:34]=1[N:49]1[C:61](=[O:62])[C:60]2[S:59][C:58]3[CH2:57][CH2:56][CH2:55][CH2:54][C:53]=3[C:52]=2[CH:51]=[N:50]1)(=[O:30])[CH3:29].[O-]P([O-])([O-])=O.[K+].[K+].[K+], predict the reaction product. The product is: [F:48][C:36]1[CH:35]=[C:34]([N:49]2[C:61](=[O:62])[C:60]3[S:59][C:58]4[CH2:57][CH2:56][CH2:55][CH2:54][C:53]=4[C:52]=3[CH:51]=[N:50]2)[C:33]([CH2:32][O:31][C:28](=[O:30])[CH3:29])=[C:38]([C:2]2[CH:3]=[C:4]([NH:10][C:11]3[N:16]=[C:15]([N:17]4[CH2:22][CH2:21][CH2:20][C@H:19]([NH:23][C:24](=[O:27])[CH:25]=[CH2:26])[CH2:18]4)[CH:14]=[CH:13][CH:12]=3)[C:5](=[O:9])[N:6]([CH3:8])[CH:7]=2)[CH:37]=1.